From a dataset of Reaction yield outcomes from USPTO patents with 853,638 reactions. Predict the reaction yield, written as a fraction of the theoretical maximum amount of product (1.0 means a 100% yield; for example, 0.34 means a 34% yield). The reactants are [Li+].[BH4-].CO.[H][H].C([O:9][C:10](=O)[C:11]([CH3:19])([CH3:18])[CH2:12][CH2:13][CH2:14][CH2:15][CH2:16][Br:17])C.Cl.[Cl-].[NH4+]. The catalyst is ClCCl. The product is [Br:17][CH2:16][CH2:15][CH2:14][CH2:13][CH2:12][C:11]([CH3:19])([CH3:18])[CH2:10][OH:9]. The yield is 0.880.